From a dataset of Forward reaction prediction with 1.9M reactions from USPTO patents (1976-2016). Predict the product of the given reaction. (1) Given the reactants [N:1]1[N:2]([C:6]2[CH:14]=[CH:13][CH:12]=[CH:11][C:7]=2[C:8]([OH:10])=O)[N:3]=[CH:4][CH:5]=1.[N:15]1(O)[C:19]2[CH:20]=[CH:21][CH:22]=[CH:23][C:18]=2N=N1.CN(C)CCCN=C=NCC.C(N(C(C)C)CC)(C)C.CN([CH:48]=[O:49])C, predict the reaction product. The product is: [OH:49][CH2:48][C@H:20]1[CH2:19][N:15]([C:8]([C:7]2[CH:11]=[CH:12][CH:13]=[CH:14][C:6]=2[N:2]2[N:1]=[CH:5][CH:4]=[N:3]2)=[O:10])[C@H:23]([CH3:18])[CH2:22][CH2:21]1. (2) Given the reactants [C:1]1([S:7]([C:10]2[CH:11]=[C:12]3[C:17](=[CH:18][CH:19]=2)[CH:16]([CH2:20][CH2:21]OS(C)(=O)=O)[CH2:15][CH2:14][CH2:13]3)(=[O:9])=[O:8])[CH:6]=[CH:5][CH:4]=[CH:3][CH:2]=1.[NH:27]1[CH:31]=[CH:30][N:29]=[CH:28]1.C(=O)([O-])[O-].[K+].[K+].[I-].[K+], predict the reaction product. The product is: [C:1]1([S:7]([C:10]2[CH:11]=[C:12]3[C:17](=[CH:18][CH:19]=2)[CH:16]([CH2:20][CH2:21][N:27]2[CH:31]=[CH:30][N:29]=[CH:28]2)[CH2:15][CH2:14][CH2:13]3)(=[O:9])=[O:8])[CH:6]=[CH:5][CH:4]=[CH:3][CH:2]=1. (3) Given the reactants [C:1](/[N:3]=[C:4](\SC)/[NH:5][C:6]1[CH:11]=[CH:10][CH:9]=[C:8]([S:12]([C:15]([F:18])([F:17])[F:16])(=[O:14])=[O:13])[CH:7]=1)#[N:2].[NH2:21][NH2:22], predict the reaction product. The product is: [F:17][C:15]([F:16])([F:18])[S:12]([C:8]1[CH:7]=[C:6]([NH:5][C:4]2[N:3]=[C:1]([NH2:2])[NH:22][N:21]=2)[CH:11]=[CH:10][CH:9]=1)(=[O:13])=[O:14]. (4) Given the reactants [C:1]([O:5][C:6]([N:8]1[CH2:13][CH2:12][CH:11]([C:14]([OH:16])=O)[CH2:10][CH2:9]1)=[O:7])([CH3:4])([CH3:3])[CH3:2].S(Cl)(Cl)=O.[Br:21][C:22]1[CH:28]=[CH:27][CH:26]=[CH:25][C:23]=1[NH2:24].C(N(CC)CC)C, predict the reaction product. The product is: [C:1]([O:5][C:6]([N:8]1[CH2:9][CH2:10][CH:11]([C:14](=[O:16])[NH:24][C:23]2[CH:25]=[CH:26][CH:27]=[CH:28][C:22]=2[Br:21])[CH2:12][CH2:13]1)=[O:7])([CH3:2])([CH3:3])[CH3:4]. (5) Given the reactants C(O)(=O)C.[CH:5]([NH2:7])=[NH:6].C[O-].[Na+].CO.[CH3:13][C@H:14]([CH2:24][C:25]([O:27][CH3:28])=[O:26])[CH:15]([C:20](OC)=[O:21])[C:16](OC)=[O:17].Cl, predict the reaction product. The product is: [OH:21][C:20]1[C:15]([C@H:14]([CH3:13])[CH2:24][C:25]([O:27][CH3:28])=[O:26])=[C:16]([OH:17])[N:7]=[CH:5][N:6]=1.